Dataset: Reaction yield outcomes from USPTO patents with 853,638 reactions. Task: Predict the reaction yield, written as a fraction of the theoretical maximum amount of product (1.0 means a 100% yield; for example, 0.34 means a 34% yield). (1) The reactants are [NH2:1][C:2]1[CH2:7][CH2:6][CH2:5][CH2:4][C:3]=1[C:8]([O:10][CH2:11][CH3:12])=[O:9].P(Cl)(Cl)Cl.[Cl:17][C:18]1[CH:23]=[CH:22][C:21]([N:24]2[CH2:29][CH2:28][N:27]([C@H:30]3[CH2:34][CH2:33][C@@H:32]([C:35](O)=[O:36])[CH2:31]3)[CH2:26][CH2:25]2)=[CH:20][CH:19]=1.N1C=CC=[CH:40][CH:39]=1. The catalyst is C(Cl)(Cl)Cl. The product is [Cl:17][C:18]1[CH:19]=[CH:20][C:21]([N:24]2[CH2:29][CH2:28][N:27]([C@H:30]3[CH2:34][CH2:33][C@@H:32]([C:35]([NH:1][C:2]4[CH2:7][CH2:6][C:5]5([CH2:40][CH2:39]5)[CH2:4][C:3]=4[C:8]([O:10][CH2:11][CH3:12])=[O:9])=[O:36])[CH2:31]3)[CH2:26][CH2:25]2)=[CH:22][CH:23]=1. The yield is 0.381. (2) The reactants are [Cl:1][C:2]1[CH:3]=[CH:4][C:5]([CH3:11])=[C:6]([N:8]=[C:9]=[S:10])[CH:7]=1.[NH2:12][C:13]1[S:14][CH:15]=[C:16]([CH3:18])[N:17]=1. No catalyst specified. The product is [Cl:1][C:2]1[CH:3]=[CH:4][C:5]([CH3:11])=[C:6]([NH:8][C:9]([NH:12][C:13]2[S:14][CH:15]=[C:16]([CH3:18])[N:17]=2)=[S:10])[CH:7]=1. The yield is 0.950. (3) The yield is 1.00. The catalyst is C1COCC1. The product is [Cl:3][C:4]1[CH:12]=[C:11]2[C:7]([C:8]([CH2:13][C:14]([O:16][CH2:17][CH3:18])=[O:15])=[N:9][N:10]2[CH3:20])=[CH:6][CH:5]=1. The reactants are [H-].[Na+].[Cl:3][C:4]1[CH:12]=[C:11]2[C:7]([C:8]([CH2:13][C:14]([O:16][CH2:17][CH3:18])=[O:15])=[N:9][NH:10]2)=[CH:6][CH:5]=1.I[CH3:20].O. (4) The reactants are [CH3:1][O:2][CH2:3][C@H:4]([CH3:31])[O:5][C:6]1[CH:7]=[C:8]([C:23]2[NH:27][C:26]([C:28]([OH:30])=O)=[CH:25][CH:24]=2)[CH:9]=[C:10]([O:12][C:13]2[CH:14]=[N:15][C:16]([S:19]([CH3:22])(=[O:21])=[O:20])=[CH:17][CH:18]=2)[CH:11]=1.[NH2:32][C@H:33]([CH2:36][CH3:37])[CH2:34][OH:35].C1C=CC2N(O)N=NC=2C=1.O.CN1CCOCC1.CCN=C=NCCCN(C)C.Cl. The catalyst is C(Cl)Cl. The product is [OH:35][CH2:34][C@H:33]([NH:32][C:28]([C:26]1[NH:27][C:23]([C:8]2[CH:9]=[C:10]([O:12][C:13]3[CH:14]=[N:15][C:16]([S:19]([CH3:22])(=[O:20])=[O:21])=[CH:17][CH:18]=3)[CH:11]=[C:6]([O:5][C@@H:4]([CH3:31])[CH2:3][O:2][CH3:1])[CH:7]=2)=[CH:24][CH:25]=1)=[O:30])[CH2:36][CH3:37]. The yield is 0.850. (5) The reactants are [NH:1]1[CH:5]=[N:4][C:3]([NH2:6])=[N:2]1.[O:7]1[C:11]2([CH2:16][CH2:15][C:14](=O)[CH2:13][CH2:12]2)[O:10][CH2:9][CH2:8]1.C(O[BH-](OC(=O)C)OC(=O)C)(=O)C.[Na+].O. The catalyst is C(O)(=O)C. The product is [O:7]1[C:11]2([CH2:16][CH2:15][CH:14]([NH:6][C:3]3[NH:4][CH:5]=[N:1][N:2]=3)[CH2:13][CH2:12]2)[O:10][CH2:9][CH2:8]1. The yield is 0.940.